This data is from Forward reaction prediction with 1.9M reactions from USPTO patents (1976-2016). The task is: Predict the product of the given reaction. (1) Given the reactants [NH2:1][CH:2]1[CH2:8][CH2:7][CH2:6][CH2:5][CH:4]([CH2:9][C:10]([O:12][CH3:13])=[O:11])[CH2:3]1.[Cl:14][C:15]1[C:20]([C:21]2[C:25]([C:26](Cl)=[O:27])=[C:24]([CH3:29])[O:23][N:22]=2)=[C:19]([F:30])[CH:18]=[CH:17][CH:16]=1.C(N(CC)CC)C, predict the reaction product. The product is: [CH3:13][O:12][C:10](=[O:11])[CH2:9][CH:4]1[CH2:5][CH2:6][CH2:7][CH2:8][CH:2]([NH:1][C:26]([C:25]2[C:21]([C:20]3[C:19]([F:30])=[CH:18][CH:17]=[CH:16][C:15]=3[Cl:14])=[N:22][O:23][C:24]=2[CH3:29])=[O:27])[CH2:3]1. (2) Given the reactants [F:1][C:2]1[C:7]([F:8])=[C:6]([NH:9][C:10]2[CH:15]=[CH:14][C:13]([I:16])=[CH:12][C:11]=2[F:17])[C:5]([NH2:18])=[CH:4][CH:3]=1.[CH2:19]([S:23](Cl)(=[O:25])=[O:24])[CH2:20][CH2:21][CH3:22], predict the reaction product. The product is: [F:8][C:7]1[C:6]([NH:9][C:10]2[CH:15]=[CH:14][C:13]([I:16])=[CH:12][C:11]=2[F:17])=[C:5]([NH:18][S:23]([CH2:19][CH2:20][CH2:21][CH3:22])(=[O:25])=[O:24])[CH:4]=[CH:3][C:2]=1[F:1]. (3) The product is: [Br:1][C:2]1[CH:7]=[CH:6][N:5]=[C:4]([CH2:8][NH:9][C:17](=[O:19])[CH3:18])[CH:3]=1. Given the reactants [Br:1][C:2]1[CH:7]=[CH:6][N:5]=[C:4]([CH2:8][NH2:9])[CH:3]=1.C(N(CC)CC)C.[C:17](OC(=O)C)(=[O:19])[CH3:18], predict the reaction product. (4) Given the reactants [C:1]([O:5][CH:6]([C:10]1[C:19]([CH3:20])=[C:18]([CH:21]=[CH2:22])[C:17]2[C:12](=[CH:13][CH:14]=[CH:15][CH:16]=2)[C:11]=1[C:23]1[CH:28]=[CH:27][C:26]([Cl:29])=[CH:25][CH:24]=1)[C:7]([OH:9])=[O:8])([CH3:4])([CH3:3])[CH3:2], predict the reaction product. The product is: [C:1]([O:5][CH:6]([C:10]1[C:19]([CH3:20])=[C:18]([CH2:21][CH3:22])[C:17]2[C:12](=[CH:13][CH:14]=[CH:15][CH:16]=2)[C:11]=1[C:23]1[CH:28]=[CH:27][C:26]([Cl:29])=[CH:25][CH:24]=1)[C:7]([OH:9])=[O:8])([CH3:2])([CH3:3])[CH3:4]. (5) Given the reactants [O:1]1[C:5]2[CH:6]=[CH:7][CH:8]=[CH:9][C:4]=2[C:3]([N:10]2[CH2:15][CH2:14][N:13]([CH2:16][CH2:17][C:18]3[CH:19]=[C:20]4[C:24](=[CH:25][CH:26]=3)[C:23]([CH3:28])([CH3:27])[C:22](=[NH:29])[C:21]4([CH3:31])[CH3:30])[CH2:12][CH2:11]2)=[N:2]1.[BH4-].[Na+], predict the reaction product. The product is: [O:1]1[C:5]2[CH:6]=[CH:7][CH:8]=[CH:9][C:4]=2[C:3]([N:10]2[CH2:15][CH2:14][N:13]([CH2:16][CH2:17][C:18]3[CH:19]=[C:20]4[C:24](=[CH:25][CH:26]=3)[C:23]([CH3:27])([CH3:28])[CH:22]([NH2:29])[C:21]4([CH3:31])[CH3:30])[CH2:12][CH2:11]2)=[N:2]1. (6) Given the reactants [NH2:1][C:2]1[CH:11]=[C:10]2[C:5]([CH:6]=[CH:7][CH:8]=[N:9]2)=[CH:4][CH:3]=1.[CH3:12][C:13]1[S:14][CH:15]=[C:16]([C:18]2[CH:26]=[CH:25][C:21]([C:22](O)=[O:23])=[CH:20][CH:19]=2)[N:17]=1, predict the reaction product. The product is: [CH3:12][C:13]1[S:14][CH:15]=[C:16]([C:18]2[CH:26]=[CH:25][C:21]([C:22]([NH:1][C:2]3[CH:11]=[C:10]4[C:5]([CH:6]=[CH:7][CH:8]=[N:9]4)=[CH:4][CH:3]=3)=[O:23])=[CH:20][CH:19]=2)[N:17]=1. (7) Given the reactants NC1(C2C=CC(C3C(=O)C4C(=CC=C(F)C=4)OC=3C3C=CC=CC=3)=CC=2)CCC1.C(OC(=O)[NH:36][C:37]1([C:41]2[CH:46]=[CH:45][C:44]([C:47]3[C:48](=[O:69])[C:49]4[C:54]([O:55][C:56]=3[C:57]3[CH:62]=[CH:61][CH:60]=[CH:59][CH:58]=3)=[C:53]3[N:63]([CH2:66][CH2:67][OH:68])[N:64]=[CH:65][C:52]3=[CH:51][CH:50]=4)=[CH:43][CH:42]=2)[CH2:40][CH2:39][CH2:38]1)(C)(C)C.C(O)(C(F)(F)F)=O.[ClH:78], predict the reaction product. The product is: [ClH:78].[NH2:36][C:37]1([C:41]2[CH:42]=[CH:43][C:44]([C:47]3[C:48](=[O:69])[C:49]4[C:54]([O:55][C:56]=3[C:57]3[CH:62]=[CH:61][CH:60]=[CH:59][CH:58]=3)=[C:53]3[N:63]([CH2:66][CH2:67][OH:68])[N:64]=[CH:65][C:52]3=[CH:51][CH:50]=4)=[CH:45][CH:46]=2)[CH2:40][CH2:39][CH2:38]1.